This data is from Forward reaction prediction with 1.9M reactions from USPTO patents (1976-2016). The task is: Predict the product of the given reaction. (1) Given the reactants [Cl:1][C:2]1[CH:8]=[CH:7][C:5]([NH2:6])=[CH:4][CH:3]=1.[CH3:9][CH:10]([C:16](=O)[CH3:17])[C:11](OCC)=[O:12], predict the reaction product. The product is: [Cl:1][C:2]1[CH:8]=[C:7]2[C:5](=[CH:4][CH:3]=1)[N:6]=[C:16]([CH3:17])[C:10]([CH3:9])=[C:11]2[OH:12]. (2) Given the reactants [NH2:1][C:2]1[N:3]=[N:4][N:5]([CH2:7][C:8]([F:11])([F:10])[F:9])[N:6]=1.[CH:12]1[C:25]2[CH:24]([C:26](Cl)=[O:27])[C:23]3[C:18](=[CH:19][CH:20]=[CH:21][CH:22]=3)[O:17][C:16]=2[CH:15]=[CH:14][CH:13]=1, predict the reaction product. The product is: [F:10][C:8]([F:9])([F:11])[CH2:7][N:5]1[N:4]=[N:3][C:2]([NH:1][C:26]([CH:24]2[C:25]3[CH:12]=[CH:13][CH:14]=[CH:15][C:16]=3[O:17][C:18]3[C:23]2=[CH:22][CH:21]=[CH:20][CH:19]=3)=[O:27])=[N:6]1.